Dataset: Forward reaction prediction with 1.9M reactions from USPTO patents (1976-2016). Task: Predict the product of the given reaction. Given the reactants [CH2:1]([O:8][C:9]([N:11]1[CH2:19][C:18]2[C:13](=[CH:14][CH:15]=[C:16]([CH2:20][OH:21])[CH:17]=2)[CH2:12]1)=[O:10])[C:2]1[CH:7]=[CH:6][CH:5]=[CH:4][CH:3]=1.CCN(CC)CC.[CH3:29][S:30](Cl)(=[O:32])=[O:31].C([O-])(O)=O.[Na+], predict the reaction product. The product is: [CH2:1]([O:8][C:9]([N:11]1[CH2:19][C:18]2[C:13](=[CH:14][CH:15]=[C:16]([CH2:20][O:21][S:30]([CH3:29])(=[O:32])=[O:31])[CH:17]=2)[CH2:12]1)=[O:10])[C:2]1[CH:7]=[CH:6][CH:5]=[CH:4][CH:3]=1.